This data is from NCI-60 drug combinations with 297,098 pairs across 59 cell lines. The task is: Regression. Given two drug SMILES strings and cell line genomic features, predict the synergy score measuring deviation from expected non-interaction effect. (1) Drug 1: C1=NC(=NC(=O)N1C2C(C(C(O2)CO)O)O)N. Drug 2: CS(=O)(=O)OCCCCOS(=O)(=O)C. Cell line: IGROV1. Synergy scores: CSS=14.2, Synergy_ZIP=-4.72, Synergy_Bliss=-2.86, Synergy_Loewe=-12.4, Synergy_HSA=-6.56. (2) Drug 1: CN(C)C1=NC(=NC(=N1)N(C)C)N(C)C. Drug 2: CN(CCCl)CCCl.Cl. Cell line: NCI/ADR-RES. Synergy scores: CSS=5.27, Synergy_ZIP=-1.00, Synergy_Bliss=3.56, Synergy_Loewe=-1.22, Synergy_HSA=0.904. (3) Drug 1: CC12CCC(CC1=CCC3C2CCC4(C3CC=C4C5=CN=CC=C5)C)O. Drug 2: C1=NC2=C(N1)C(=S)N=C(N2)N. Cell line: SF-539. Synergy scores: CSS=31.2, Synergy_ZIP=0.0546, Synergy_Bliss=-0.749, Synergy_Loewe=-5.21, Synergy_HSA=1.82. (4) Drug 1: CCC(=C(C1=CC=CC=C1)C2=CC=C(C=C2)OCCN(C)C)C3=CC=CC=C3.C(C(=O)O)C(CC(=O)O)(C(=O)O)O. Drug 2: COC1=C2C(=CC3=C1OC=C3)C=CC(=O)O2. Cell line: EKVX. Synergy scores: CSS=9.23, Synergy_ZIP=0.434, Synergy_Bliss=3.55, Synergy_Loewe=1.19, Synergy_HSA=3.10.